From a dataset of Catalyst prediction with 721,799 reactions and 888 catalyst types from USPTO. Predict which catalyst facilitates the given reaction. (1) Reactant: [NH2:1][C:2]([CH:4]([NH:8][C:9](=[O:15])[O:10][C:11]([CH3:14])([CH3:13])[CH3:12])[CH2:5][CH:6]=[CH2:7])=O.CCN(CC)CC.O(S(C(F)(F)F)(=O)=O)S(C(F)(F)F)(=O)=O.Cl. Product: [C:2]([CH:4]([NH:8][C:9](=[O:15])[O:10][C:11]([CH3:14])([CH3:13])[CH3:12])[CH2:5][CH:6]=[CH2:7])#[N:1]. The catalyst class is: 2. (2) Reactant: Cl.[N:2]12[CH2:9][CH2:8][CH:5]([CH2:6][CH2:7]1)[C@@H:4]([NH:10][C:11]([C:13]1[S:14][C:15]3[CH:21]=[C:20]([NH2:22])[CH:19]=[CH:18][C:16]=3[CH:17]=1)=[O:12])[CH2:3]2.C(N([CH2:28][CH3:29])CC)C.[C:30]1([S:36]([Cl:39])(=[O:38])=[O:37])[CH:35]=[CH:34][CH:33]=[CH:32][CH:31]=1. Product: [ClH:39].[N:2]12[CH2:7][CH2:6][CH:5]([CH2:8][CH2:9]1)[C@@H:4]([NH:10][C:11]([C:13]1[S:14][C:15]3[CH:21]=[C:20]([N:22]([S:36]([C:29]4[CH:28]=[CH:32][CH:31]=[CH:30][CH:35]=4)(=[O:38])=[O:37])[S:36]([C:30]4[CH:35]=[CH:34][CH:33]=[CH:32][CH:31]=4)(=[O:38])=[O:37])[CH:19]=[CH:18][C:16]=3[CH:17]=1)=[O:12])[CH2:3]2. The catalyst class is: 239. (3) Reactant: [C:1]([O:5][C:6]([N:8]1[CH2:24][CH2:23][CH2:22][C:10]2([C:14](=[O:15])[NH:13][CH2:12][CH:11]2[C:16]2[CH:17]=[N:18][CH:19]=[CH:20][CH:21]=2)[CH2:9]1)=[O:7])([CH3:4])([CH3:3])[CH3:2].[Li+].[CH3:26][Si]([N-][Si](C)(C)C)(C)C.IC. Product: [C:1]([O:5][C:6]([N:8]1[CH2:24][CH2:23][CH2:22][C:10]2([C:14](=[O:15])[N:13]([CH3:26])[CH2:12][CH:11]2[C:16]2[CH:17]=[N:18][CH:19]=[CH:20][CH:21]=2)[CH2:9]1)=[O:7])([CH3:4])([CH3:2])[CH3:3]. The catalyst class is: 1. (4) Reactant: [F:1][CH:2]([F:27])[O:3][C:4]1[C:5]([OH:26])=[C:6](/[CH:10]=[CH:11]/[C:12]2[N:13]=[C:14]3[CH:19]=[CH:18][CH:17]=[CH:16][N:15]3[C:20]=2[C:21]([O:23][CH2:24][CH3:25])=[O:22])[CH:7]=[CH:8][CH:9]=1.Br[CH2:29][C:30]([CH3:33])([CH3:32])[CH3:31].C(=O)([O-])[O-].[Cs+].[Cs+]. Product: [CH3:29][C:30]([CH3:33])([CH3:32])[CH2:31][O:26][C:5]1[C:4]([O:3][CH:2]([F:1])[F:27])=[CH:9][CH:8]=[CH:7][C:6]=1/[CH:10]=[CH:11]/[C:12]1[N:13]=[C:14]2[CH:19]=[CH:18][CH:17]=[CH:16][N:15]2[C:20]=1[C:21]([O:23][CH2:24][CH3:25])=[O:22]. The catalyst class is: 9. (5) Reactant: P([O-])([O-])([O-])=O.[K+].[K+].[K+].COC(C)(C)C.[NH2:15][CH:16]([C:24]1[CH:29]=[CH:28][C:27]([CH3:30])=[CH:26][CH:25]=1)[CH2:17][C:18]([O:20]CCC)=[O:19]. Product: [NH2:15][CH:16]([C:24]1[CH:25]=[CH:26][C:27]([CH3:30])=[CH:28][CH:29]=1)[CH2:17][C:18]([OH:20])=[O:19]. The catalyst class is: 8. (6) Reactant: [F:1][C:2]1[CH:10]=[C:9]2[C:5]([CH2:6][CH2:7][NH:8]2)=[CH:4][CH:3]=1.O=[CH:12][C:13]1[CH:21]=[CH:20][C:17]([O:18][CH3:19])=[C:15]([OH:16])[CH:14]=1.C(O[BH-](OC(=O)C)OC(=O)C)(=O)C.[Na+]. Product: [F:1][C:2]1[CH:10]=[C:9]2[C:5]([CH2:6][CH2:7][N:8]2[CH2:12][C:13]2[CH:21]=[CH:20][C:17]([O:18][CH3:19])=[C:15]([OH:16])[CH:14]=2)=[CH:4][CH:3]=1. The catalyst class is: 4. (7) Reactant: OC(C(F)(F)F)=O.[N:8]1([CH2:14][C:15]2[N:16]=[N:17][C:18]3[C:19](=[C:21]([NH2:26])[N:22]=[C:23]([NH2:25])[N:24]=3)[N:20]=2)[CH2:13][CH2:12][NH:11][CH2:10][CH2:9]1.Cl[CH2:28][C:29]1[CH:34]=[CH:33][C:32]([C:35]2[CH:40]=[CH:39][CH:38]=[CH:37][CH:36]=2)=[CH:31][CH:30]=1.C(=O)([O-])[O-].[K+].[K+].CC#N.O. Product: [C:32]1([C:35]2[CH:36]=[CH:37][CH:38]=[CH:39][CH:40]=2)[CH:31]=[CH:30][C:29]([CH2:28][N:11]2[CH2:12][CH2:13][N:8]([CH2:14][C:15]3[N:16]=[N:17][C:18]4[C:19](=[C:21]([NH2:26])[N:22]=[C:23]([NH2:25])[N:24]=4)[N:20]=3)[CH2:9][CH2:10]2)=[CH:34][CH:33]=1. The catalyst class is: 3. (8) Reactant: [CH:1]1([OH:9])[CH2:8][CH2:7][CH2:6][CH2:5][CH2:4][CH:3]=[CH:2]1.[N+:10]([C:13]1[CH:21]=[CH:20][C:16]([C:17](Cl)=[O:18])=[CH:15][CH:14]=1)([O-:12])=[O:11]. Product: [N+:10]([C:13]1[CH:14]=[CH:15][C:16]([C:17]([O:9][CH:1]2[CH2:8][CH2:7][CH2:6][CH2:5][CH2:4][CH:3]=[CH:2]2)=[O:18])=[CH:20][CH:21]=1)([O-:12])=[O:11]. The catalyst class is: 154.